Task: Predict which catalyst facilitates the given reaction.. Dataset: Catalyst prediction with 721,799 reactions and 888 catalyst types from USPTO (1) Reactant: [Br:1][C:2]1[CH:7]=[CH:6][CH:5]=[C:4]([Br:8])[C:3]=1[OH:9].[C:10](=O)([O-])[O-].[K+].[K+].S(OC)(OC)(=O)=O. Product: [Br:1][C:2]1[CH:7]=[CH:6][CH:5]=[C:4]([Br:8])[C:3]=1[O:9][CH3:10]. The catalyst class is: 10. (2) The catalyst class is: 449. Reactant: [O:1]1[CH2:5][C@H:4]([NH2:6])[C@H:3]2[O:7][CH2:8][C@H:9]([NH2:10])[C@@H:2]12.N1([CH:20]([CH2:24][CH2:25][CH:26]2[CH2:31][CH2:30][CH2:29][CH2:28][CH2:27]2)[C:21]([O-])=[O:22])C2C=CC=CC=2N=N1.Cl.C(OCC)(=O)C. Product: [NH2:6][C@@H:4]1[C@H:3]2[O:7][CH2:8][C@H:9]([NH:10][C:21](=[O:22])[CH2:20][CH2:24][CH2:25][CH:26]3[CH2:31][CH2:30][CH2:29][CH2:28][CH2:27]3)[C@H:2]2[O:1][CH2:5]1. (3) Reactant: C(OC(=O)[NH:7][C@H:8]([CH:11]([OH:28])[C:12]1[O:13][C:14]([C:17]2[CH:22]=[CH:21][C:20]([O:23][C:24]([F:27])([F:26])[F:25])=[CH:19][CH:18]=2)=[N:15][N:16]=1)[CH2:9][CH3:10])(C)(C)C.FC(F)(F)C(O)=O. Product: [NH2:7][CH:8]([CH2:9][CH3:10])[C@@H:11]([C:12]1[O:13][C:14]([C:17]2[CH:18]=[CH:19][C:20]([O:23][C:24]([F:25])([F:27])[F:26])=[CH:21][CH:22]=2)=[N:15][N:16]=1)[OH:28]. The catalyst class is: 4. (4) Reactant: [C:1]([O:5][C:6]([NH:8][CH2:9][C:10]1[C:11]([C:41]2[CH:46]=[CH:45][C:44]([CH3:47])=[CH:43][CH:42]=2)=[C:12]([CH2:21][O:22][C:23]2[C:27]([C:28]([O:30]CC)=[O:29])=[CH:26][N:25]([CH2:33][C:34]([O:36]C(C)(C)C)=[O:35])[N:24]=2)[C:13]([CH3:20])=[N:14][C:15]=1[CH2:16][CH:17]([CH3:19])[CH3:18])=[O:7])([CH3:4])([CH3:3])[CH3:2].[OH-].[Na+].Cl. Product: [C:1]([O:5][C:6]([NH:8][CH2:9][C:10]1[C:11]([C:41]2[CH:46]=[CH:45][C:44]([CH3:47])=[CH:43][CH:42]=2)=[C:12]([CH2:21][O:22][C:23]2[C:27]([C:28]([OH:30])=[O:29])=[CH:26][N:25]([CH2:33][C:34]([OH:36])=[O:35])[N:24]=2)[C:13]([CH3:20])=[N:14][C:15]=1[CH2:16][CH:17]([CH3:18])[CH3:19])=[O:7])([CH3:2])([CH3:3])[CH3:4]. The catalyst class is: 7. (5) Reactant: [C:1]1([CH3:18])[CH:6]=[CH:5][C:4]([CH:7]([C:13](OCC)=[O:14])[C:8](OCC)=[O:9])=[CH:3][CH:2]=1.C[O-].[Na+].Cl.[CH:23]([NH2:25])=[NH:24]. Product: [OH:14][C:13]1[C:7]([C:4]2[CH:5]=[CH:6][C:1]([CH3:18])=[CH:2][CH:3]=2)=[C:8]([OH:9])[N:25]=[CH:23][N:24]=1. The catalyst class is: 5. (6) Reactant: [Si]([Cl:5])(C)(C)C.[CH3:6][N:7]([CH3:37])[C:8]1([C:31]2[CH:36]=[CH:35][CH:34]=[CH:33][CH:32]=2)[CH2:13][CH2:12][CH:11]([NH:14][C@@H:15]([CH2:21][C:22]2[C:30]3[C:25](=[CH:26][CH:27]=[CH:28][CH:29]=3)[NH:24][CH:23]=2)[C:16]([N:18]([CH3:20])[CH3:19])=[O:17])[CH2:10][CH2:9]1. Product: [ClH:5].[ClH:5].[CH3:37][N:7]([CH3:6])[C:8]1([C:31]2[CH:36]=[CH:35][CH:34]=[CH:33][CH:32]=2)[CH2:13][CH2:12][CH:11]([NH:14][C@@H:15]([CH2:21][C:22]2[C:30]3[C:25](=[CH:26][CH:27]=[CH:28][CH:29]=3)[NH:24][CH:23]=2)[C:16]([N:18]([CH3:19])[CH3:20])=[O:17])[CH2:10][CH2:9]1. The catalyst class is: 573. (7) The catalyst class is: 6. Product: [Cl:1][C:2]1[N:7]=[CH:6][C:5]([O:8][CH2:25][C:24]2[CH:27]=[C:28]([O:30][CH3:31])[CH:29]=[C:22]([O:21][CH3:20])[CH:23]=2)=[CH:4][N:3]=1. Reactant: [Cl:1][C:2]1[N:7]=[CH:6][C:5]([OH:8])=[CH:4][N:3]=1.C(=O)([O-])[O-].[K+].[K+].CN(C)C=O.[CH3:20][O:21][C:22]1[CH:23]=[C:24]([CH:27]=[C:28]([O:30][CH3:31])[CH:29]=1)[CH2:25]Br.